Predict the reaction yield, written as a fraction of the theoretical maximum amount of product (1.0 means a 100% yield; for example, 0.34 means a 34% yield). From a dataset of Reaction yield outcomes from USPTO patents with 853,638 reactions. (1) The reactants are [Cl:1][C:2]1[CH:9]=[CH:8][C:5]([CH2:6][NH2:7])=[C:4]([O:10][CH3:11])[CH:3]=1.F[C:13]1[CH:21]=[N:20][CH:19]=[CH:18][C:14]=1[C:15]([OH:17])=[O:16]. No catalyst specified. The product is [Cl:1][C:2]1[CH:9]=[CH:8][C:5]([CH2:6][NH:7][C:18]2[CH:19]=[N:20][CH:21]=[CH:13][C:14]=2[C:15]([OH:17])=[O:16])=[C:4]([O:10][CH3:11])[CH:3]=1. The yield is 0.350. (2) The reactants are C[O:2][C:3]1[CH:4]=[C:5]2[C:10](=[CH:11][C:12]=1[CH3:13])[N:9]=[CH:8][N:7]=[CH:6]2.C[S-].[Na+]. The catalyst is CN(C)C=O. The product is [OH:2][C:3]1[CH:4]=[C:5]2[C:10](=[CH:11][C:12]=1[CH3:13])[N:9]=[CH:8][N:7]=[CH:6]2. The yield is 0.730. (3) The reactants are [Br:1][C:2]1[CH:3]=[C:4]2[C:9](=[CH:10][CH:11]=1)[CH2:8][C:7](=[O:12])[CH2:6][CH2:5]2.[CH2:13](O)[CH2:14][OH:15]. The catalyst is C1(C)C=CC=CC=1.C1(C)C=CC(S(O)(=O)=O)=CC=1. The product is [CH2:14]1[O:15][C:7]2([CH2:6][CH2:5][C:4]3[C:9](=[CH:10][CH:11]=[C:2]([Br:1])[CH:3]=3)[CH2:8]2)[O:12][CH2:13]1. The yield is 0.930.